From a dataset of Full USPTO retrosynthesis dataset with 1.9M reactions from patents (1976-2016). Predict the reactants needed to synthesize the given product. (1) Given the product [CH3:34][N:32]([CH3:33])[C:31](=[O:35])[O:30][C:26]1[CH:27]=[CH:28][CH:29]=[C:24]([NH:23][C:58]([C:45]2([NH2:44])[CH2:46][CH2:47][N:48]([C:51]3[C:73]4[C:72]([CH3:85])=[CH:71][NH:76][C:74]=4[N:75]=[CH:70][N:69]=3)[CH2:49][CH2:50]2)=[O:60])[CH:25]=1, predict the reactants needed to synthesize it. The reactants are: C(OC(NC1(C(=O)[NH:23][C:24]2[CH:29]=[CH:28][CH:27]=[C:26]([O:30][C:31](=[O:35])[N:32]([CH3:34])[CH3:33])[CH:25]=2)CCN(C(OC(C)(C)C)=O)CC1)=O)(C)(C)C.CC(OC([NH:44][C:45]1([C:58]([OH:60])=O)[CH2:50][CH2:49][N:48]([C:51](OC(C)(C)C)=O)[CH2:47][CH2:46]1)=O)(C)C.CN(C(O[N:69]1N=[N:76][C:71]2[CH:72]=[CH:73][CH:74]=[N:75][C:70]1=2)=[N+](C)C)C.F[P-](F)(F)(F)(F)F.[CH:85](N(CC)C(C)C)(C)C.CN(C)C(=O)OC1C=CC=C(N)C=1. (2) Given the product [ClH:1].[Cl:1][C:2]1[CH:3]=[C:4]([CH:7]=[CH:8][CH:9]=1)[C:5](=[NH:6])[O:12][CH2:10][CH3:11], predict the reactants needed to synthesize it. The reactants are: [Cl:1][C:2]1[CH:3]=[C:4]([CH:7]=[CH:8][CH:9]=1)[C:5]#[N:6].[CH2:10]([OH:12])[CH3:11].Cl. (3) Given the product [Cl:1][C:2]1[CH:3]=[C:4]([NH:8][C:9]2[N:10]=[CH:11][N:12]=[C:13]([NH:15][C:27]([NH:26][C:19]3[CH:20]=[C:21]([O:24][CH3:25])[CH:22]=[CH:23][C:18]=3[O:17][CH3:16])=[O:28])[CH:14]=2)[CH:5]=[CH:6][CH:7]=1, predict the reactants needed to synthesize it. The reactants are: [Cl:1][C:2]1[CH:3]=[C:4]([NH:8][C:9]2[CH:14]=[C:13]([NH2:15])[N:12]=[CH:11][N:10]=2)[CH:5]=[CH:6][CH:7]=1.[CH3:16][O:17][C:18]1[CH:23]=[CH:22][C:21]([O:24][CH3:25])=[CH:20][C:19]=1[N:26]=[C:27]=[O:28]. (4) Given the product [CH3:1][O:2][C:3](=[O:12])[C:4]1[CH:9]=[C:8]([N:15]2[CH2:16][CH2:17][O:13][C:14]2=[O:18])[CH:7]=[C:6]([Br:11])[CH:5]=1, predict the reactants needed to synthesize it. The reactants are: [CH3:1][O:2][C:3](=[O:12])[C:4]1[CH:9]=[C:8](I)[CH:7]=[C:6]([Br:11])[CH:5]=1.[O:13]1[CH2:17][CH2:16][NH:15][C:14]1=[O:18].C(=O)([O-])[O-].[K+].[K+].CNCCNC. (5) The reactants are: [N+:1]([C:4]1[CH:11]=[N:10][CH:9]=[CH:8][C:5]=1[CH:6]=[O:7])([O-:3])=[O:2].[CH2:12]([OH:18])[C@H:13]([OH:17])[CH2:14][CH2:15]O.C1(C)C=CC(S(O)(=O)=O)=CC=1. Given the product [N+:1]([C:4]1[CH:11]=[N:10][CH:9]=[CH:8][C:5]=1[C@H:6]1[O:17][C@@H:13]([CH2:12][OH:18])[CH2:14][CH2:15][O:7]1)([O-:3])=[O:2], predict the reactants needed to synthesize it.